The task is: Predict the product of the given reaction.. This data is from Forward reaction prediction with 1.9M reactions from USPTO patents (1976-2016). (1) The product is: [Si:1]([O:18][C@@H:19]1[C@H:23]([CH2:24]/[CH:25]=[CH:26]\[CH2:27][CH2:28][CH2:29][C:30]([OH:32])=[O:31])[C@@H:22](/[CH:34]=[CH:35]/[C:36]([O:43][Si:44]([C:57]([CH3:60])([CH3:59])[CH3:58])([C:45]2[CH:46]=[CH:47][CH:48]=[CH:49][CH:50]=2)[C:51]2[CH:52]=[CH:53][CH:54]=[CH:55][CH:56]=2)([CH3:42])[CH2:37][CH2:38][CH2:39][CH2:40][CH3:41])[C:21](=[CH2:61])[CH2:20]1)([C:14]([CH3:16])([CH3:15])[CH3:17])([C:2]1[CH:3]=[CH:4][CH:5]=[CH:6][CH:7]=1)[C:8]1[CH:9]=[CH:10][CH:11]=[CH:12][CH:13]=1. Given the reactants [Si:1]([O:18][C@@H:19]1[C@H:23]([CH2:24]/[CH:25]=[CH:26]\[CH2:27][CH2:28][CH2:29][C:30]([O:32]C)=[O:31])[C@@H:22](/[CH:34]=[CH:35]/[C:36]([O:43][Si:44]([C:57]([CH3:60])([CH3:59])[CH3:58])([C:51]2[CH:56]=[CH:55][CH:54]=[CH:53][CH:52]=2)[C:45]2[CH:50]=[CH:49][CH:48]=[CH:47][CH:46]=2)([CH3:42])[CH2:37][CH2:38][CH2:39][CH2:40][CH3:41])[C:21](=[CH2:61])[CH2:20]1)([C:14]([CH3:17])([CH3:16])[CH3:15])([C:8]1[CH:13]=[CH:12][CH:11]=[CH:10][CH:9]=1)[C:2]1[CH:7]=[CH:6][CH:5]=[CH:4][CH:3]=1.CO.[Li+].[OH-], predict the reaction product. (2) Given the reactants [Cl:1][C:2]1[CH:7]=[CH:6][C:5]([S:8]([C:11]23[CH2:26][CH2:25][CH:24]([O:27][CH2:28][CH2:29]OS(C)(=O)=O)[CH2:23][CH:12]2[CH2:13][O:14][C:15]2[C:20]3=[C:19]([F:21])[CH:18]=[CH:17][C:16]=2[F:22])(=[O:10])=[O:9])=[CH:4][CH:3]=1.[N-:35]=[N+:36]=[N-:37].[Na+], predict the reaction product. The product is: [N:35]([CH2:29][CH2:28][O:27][CH:24]1[CH2:23][CH:12]2[CH2:13][O:14][C:15]3[C:20]([C:11]2([S:8]([C:5]2[CH:6]=[CH:7][C:2]([Cl:1])=[CH:3][CH:4]=2)(=[O:10])=[O:9])[CH2:26][CH2:25]1)=[C:19]([F:21])[CH:18]=[CH:17][C:16]=3[F:22])=[N+:36]=[N-:37]. (3) Given the reactants [NH2:1][C@@:2]([C:7]1[CH:12]=[C:11]([N+:13]([O-:15])=[O:14])[CH:10]=[C:9]([Br:16])[CH:8]=1)([CH3:6])[C:3](O)=[O:4].C1COCC1, predict the reaction product. The product is: [NH2:1][C@@:2]([C:7]1[CH:12]=[C:11]([N+:13]([O-:15])=[O:14])[CH:10]=[C:9]([Br:16])[CH:8]=1)([CH3:6])[CH2:3][OH:4]. (4) Given the reactants [F:1][C:2]1[CH:3]=[C:4]([OH:11])[CH:5]=[CH:6][C:7]=1[N+:8]([O-:10])=[O:9].[C:12]([O:16][C:17]([N:19]1[CH2:24][CH2:23][CH:22]([CH2:25]O)[CH2:21][CH2:20]1)=[O:18])([CH3:15])([CH3:14])[CH3:13].C1(P(C2C=CC=CC=2)C2C=CC=CC=2)C=CC=CC=1.CCOC(/N=N/C(OCC)=O)=O, predict the reaction product. The product is: [C:12]([O:16][C:17]([N:19]1[CH2:24][CH2:23][CH:22]([CH2:25][O:11][C:4]2[CH:5]=[CH:6][C:7]([N+:8]([O-:10])=[O:9])=[C:2]([F:1])[CH:3]=2)[CH2:21][CH2:20]1)=[O:18])([CH3:15])([CH3:13])[CH3:14]. (5) Given the reactants [F:1][C@H:2]1[CH2:6][N:5]([C:7](=[O:17])[C@@H:8]([NH:12][C:13](=[O:16])[O:14][CH3:15])[CH:9]([CH3:11])[CH3:10])[C@H:4]([C:18]2[NH:19][C:20]([C:23]3[CH:28]=[CH:27][C:26](B4OC(C)(C)C(C)(C)O4)=[CH:25][CH:24]=3)=[CH:21][N:22]=2)[CH2:3]1.Br[C:39]1[CH:44]=[CH:43][C:42]([C:45]2[NH:49][C:48]([C@@H:50]3[CH2:62][N:60]4[C:61]5[CH:53]([C@@H:54]([NH:63][C:64](=[O:67])[O:65][CH3:66])[CH2:55][CH2:56][C:57]=5[CH:58]=[CH:59]4)[C:52](=[O:68])[CH2:51]3)=[N:47][CH:46]=2)=[CH:41][CH:40]=1.C(=O)(O)[O-].[Na+], predict the reaction product. The product is: [CH3:66][O:65][C:64](=[O:67])[NH:63][C@@H:54]1[CH:53]2[C:52](=[O:68])[CH2:51][C@H:50]([C:48]3[NH:49][C:45]([C:42]4[CH:41]=[CH:40][C:39]([C:26]5[CH:25]=[CH:24][C:23]([C:20]6[NH:19][C:18]([C@@H:4]7[CH2:3][C@@H:2]([F:1])[CH2:6][N:5]7[C:7](=[O:17])[C@@H:8]([NH:12][C:13]([O:14][CH3:15])=[O:16])[CH:9]([CH3:11])[CH3:10])=[N:22][CH:21]=6)=[CH:28][CH:27]=5)=[CH:44][CH:43]=4)=[CH:46][N:47]=3)[CH2:62][N:60]3[C:61]2=[C:57]([CH:58]=[CH:59]3)[CH2:56][CH2:55]1. (6) Given the reactants [I:1][C:2]1[CH:7]=[CH:6][C:5]([C:8]2[CH:16]=[CH:15][CH:14]=[CH:13][C:9]=2[C:10]([NH2:12])=O)=[CH:4][CH:3]=1.C(#N)C.C(N(CC)CC)C.FC(F)(F)C(OC(=O)C(F)(F)F)=O, predict the reaction product. The product is: [I:1][C:2]1[CH:3]=[CH:4][C:5]([C:8]2[CH:16]=[CH:15][CH:14]=[CH:13][C:9]=2[C:10]#[N:12])=[CH:6][CH:7]=1. (7) The product is: [C:2]([CH2:3][C:4]([CH3:14])([CH3:13])[CH2:5][C:6]([O:8][C:9]([CH3:12])([CH3:11])[CH3:10])=[O:7])#[N:1]. Given the reactants [NH2:1][C:2](=O)[CH2:3][C:4]([CH3:14])([CH3:13])[CH2:5][C:6]([O:8][C:9]([CH3:12])([CH3:11])[CH3:10])=[O:7].N1C=CC=CC=1.FC(F)(F)C(OC(=O)C(F)(F)F)=O.C(OCC)(=O)C, predict the reaction product.